This data is from Forward reaction prediction with 1.9M reactions from USPTO patents (1976-2016). The task is: Predict the product of the given reaction. (1) The product is: [CH2:1]1[C:10]2[C:5](=[CH:6][CH:7]=[CH:8][CH:9]=2)[CH2:4][CH2:3][N:2]1[C:11]1[C:16]([CH:17]([CH2:22][CH2:23][CH3:24])[C:18]([OH:20])=[O:19])=[C:15]([CH3:25])[N:14]=[C:13]([C:26]2[CH:27]=[CH:28][CH:29]=[CH:30][CH:31]=2)[N:12]=1. Given the reactants [CH2:1]1[C:10]2[C:5](=[CH:6][CH:7]=[CH:8][CH:9]=2)[CH2:4][CH2:3][N:2]1[C:11]1[C:16]([CH:17]([CH2:22][CH2:23][CH3:24])[C:18]([O:20]C)=[O:19])=[C:15]([CH3:25])[N:14]=[C:13]([C:26]2[CH:31]=[CH:30][CH:29]=[CH:28][CH:27]=2)[N:12]=1.[OH-].[Na+], predict the reaction product. (2) Given the reactants [N:1]1([C:8]([O:10][C:11]([CH3:14])([CH3:13])[CH3:12])=[O:9])[CH2:7][CH2:6][CH2:5][NH:4][CH2:3][CH2:2]1.[Br:15][C:16]1[CH:17]=[CH:18][C:19]([CH:22]=O)=[N:20][CH:21]=1.C(O[BH-](OC(=O)C)OC(=O)C)(=O)C.[Na+].C(=O)([O-])O.[Na+], predict the reaction product. The product is: [Br:15][C:16]1[CH:17]=[CH:18][C:19]([CH2:22][N:4]2[CH2:5][CH2:6][CH2:7][N:1]([C:8]([O:10][C:11]([CH3:14])([CH3:13])[CH3:12])=[O:9])[CH2:2][CH2:3]2)=[N:20][CH:21]=1.